Dataset: NCI-60 drug combinations with 297,098 pairs across 59 cell lines. Task: Regression. Given two drug SMILES strings and cell line genomic features, predict the synergy score measuring deviation from expected non-interaction effect. (1) Drug 1: CC(C1=C(C=CC(=C1Cl)F)Cl)OC2=C(N=CC(=C2)C3=CN(N=C3)C4CCNCC4)N. Drug 2: C1=CC(=CC=C1CCC2=CNC3=C2C(=O)NC(=N3)N)C(=O)NC(CCC(=O)O)C(=O)O. Cell line: OVCAR-5. Synergy scores: CSS=25.3, Synergy_ZIP=-5.55, Synergy_Bliss=2.02, Synergy_Loewe=0.713, Synergy_HSA=2.79. (2) Drug 1: C1CCC(CC1)NC(=O)N(CCCl)N=O. Drug 2: C1=NC2=C(N=C(N=C2N1C3C(C(C(O3)CO)O)O)F)N. Cell line: SK-MEL-28. Synergy scores: CSS=14.9, Synergy_ZIP=-6.79, Synergy_Bliss=-0.678, Synergy_Loewe=-4.92, Synergy_HSA=-0.594. (3) Synergy scores: CSS=-4.14, Synergy_ZIP=3.30, Synergy_Bliss=1.33, Synergy_Loewe=-1.03, Synergy_HSA=-2.62. Drug 1: C1CCN(CC1)CCOC2=CC=C(C=C2)C(=O)C3=C(SC4=C3C=CC(=C4)O)C5=CC=C(C=C5)O. Drug 2: CCCCC(=O)OCC(=O)C1(CC(C2=C(C1)C(=C3C(=C2O)C(=O)C4=C(C3=O)C=CC=C4OC)O)OC5CC(C(C(O5)C)O)NC(=O)C(F)(F)F)O. Cell line: HS 578T. (4) Drug 1: CCC(=C(C1=CC=CC=C1)C2=CC=C(C=C2)OCCN(C)C)C3=CC=CC=C3.C(C(=O)O)C(CC(=O)O)(C(=O)O)O. Drug 2: CC1=C(C=C(C=C1)NC(=O)C2=CC=C(C=C2)CN3CCN(CC3)C)NC4=NC=CC(=N4)C5=CN=CC=C5. Cell line: IGROV1. Synergy scores: CSS=2.44, Synergy_ZIP=-1.22, Synergy_Bliss=-2.61, Synergy_Loewe=-1.04, Synergy_HSA=-2.04. (5) Drug 1: CN(C)C1=NC(=NC(=N1)N(C)C)N(C)C. Drug 2: C1CN(CCN1C(=O)CCBr)C(=O)CCBr. Cell line: MALME-3M. Synergy scores: CSS=0.787, Synergy_ZIP=-0.123, Synergy_Bliss=3.59, Synergy_Loewe=-2.46, Synergy_HSA=-0.502. (6) Drug 1: CN(C)N=NC1=C(NC=N1)C(=O)N. Cell line: MDA-MB-231. Synergy scores: CSS=0.334, Synergy_ZIP=-0.123, Synergy_Bliss=0.458, Synergy_Loewe=0.624, Synergy_HSA=-2.48. Drug 2: B(C(CC(C)C)NC(=O)C(CC1=CC=CC=C1)NC(=O)C2=NC=CN=C2)(O)O. (7) Drug 1: C1=NC2=C(N1)C(=S)N=C(N2)N. Drug 2: C(CCl)NC(=O)N(CCCl)N=O. Cell line: LOX IMVI. Synergy scores: CSS=34.1, Synergy_ZIP=-2.15, Synergy_Bliss=-5.44, Synergy_Loewe=-5.40, Synergy_HSA=-3.60. (8) Drug 1: CNC(=O)C1=CC=CC=C1SC2=CC3=C(C=C2)C(=NN3)C=CC4=CC=CC=N4. Drug 2: C1CCC(C(C1)N)N.C(=O)(C(=O)[O-])[O-].[Pt+4]. Cell line: K-562. Synergy scores: CSS=65.6, Synergy_ZIP=-4.34, Synergy_Bliss=1.10, Synergy_Loewe=-5.32, Synergy_HSA=2.78.